Dataset: Reaction yield outcomes from USPTO patents with 853,638 reactions. Task: Predict the reaction yield, written as a fraction of the theoretical maximum amount of product (1.0 means a 100% yield; for example, 0.34 means a 34% yield). (1) The reactants are [Cl:1][C:2]1[N:7]=[C:6](I)[C:5]([C:9]([F:12])([F:11])[F:10])=[CH:4][CH:3]=1.C([Mg]Cl)(C)C.[F:18][C:19]1[N:30]=[CH:29][CH:28]=[CH:27][C:20]=1[C:21](N(OC)C)=[O:22]. The catalyst is O1CCCC1. The product is [Cl:1][C:2]1[N:7]=[C:6]([C:21]([C:20]2[C:19]([F:18])=[N:30][CH:29]=[CH:28][CH:27]=2)=[O:22])[C:5]([C:9]([F:12])([F:11])[F:10])=[CH:4][CH:3]=1. The yield is 0.610. (2) The reactants are [F:1][C:2]1[CH:3]=[C:4]([NH2:17])[CH:5]=[C:6]([N:8]([CH3:16])[CH:9]2[CH2:14][CH2:13][N:12]([CH3:15])[CH2:11][CH2:10]2)[CH:7]=1.[Cl:18][C:19]1[CH:27]=[C:26]([F:28])[CH:25]=[CH:24][C:20]=1[C:21](Cl)=[O:22]. The catalyst is O1CCOCC1. The product is [Cl:18][C:19]1[CH:27]=[C:26]([F:28])[CH:25]=[CH:24][C:20]=1[C:21]([NH:17][C:4]1[CH:5]=[C:6]([N:8]([CH3:16])[CH:9]2[CH2:10][CH2:11][N:12]([CH3:15])[CH2:13][CH2:14]2)[CH:7]=[C:2]([F:1])[CH:3]=1)=[O:22]. The yield is 1.00. (3) The reactants are [CH:1]1[C:10]2[C:5](=[CH:6][CH:7]=[CH:8][CH:9]=2)[CH:4]=[CH:3][C:2]=1[C:11]1[CH:16]=[CH:15][C:14]([C:17]2(O)[C:30]3[CH:29]=[CH:28][CH:27]=[CH:26][C:25]=3[C:24]([C:32]3[CH:37]=[CH:36][C:35]([C:38]4[CH:47]=[CH:46][C:45]5[C:40](=[CH:41][CH:42]=[CH:43][CH:44]=5)[CH:39]=4)=[CH:34][CH:33]=3)(O)[C:23]3[C:18]2=[CH:19][CH:20]=[CH:21][CH:22]=3)=[CH:13][CH:12]=1.I.[PH2](O)=O. The catalyst is C(O)(=O)C. The product is [CH:1]1[C:10]2[C:5](=[CH:6][CH:7]=[CH:8][CH:9]=2)[CH:4]=[CH:3][C:2]=1[C:11]1[CH:12]=[CH:13][C:14]([C:17]2[C:18]3[C:23]([C:24]([C:32]4[CH:37]=[CH:36][C:35]([C:38]5[CH:47]=[CH:46][C:45]6[C:40](=[CH:41][CH:42]=[CH:43][CH:44]=6)[CH:39]=5)=[CH:34][CH:33]=4)=[C:25]4[C:30]=2[CH:29]=[CH:28][CH:27]=[CH:26]4)=[CH:22][CH:21]=[CH:20][CH:19]=3)=[CH:15][CH:16]=1. The yield is 0.980. (4) The reactants are Cl.[NH2:2][C@@H:3]([CH2:25][CH:26]1[CH2:30][CH2:29][CH2:28][CH2:27]1)[C:4]([NH:6][C@H:7]1[CH2:13][CH2:12][C@@H:11]([CH3:14])[N:10]([S:15]([C:18]2[CH:23]=[CH:22][CH:21]=[CH:20][N:19]=2)(=[O:17])=[O:16])[CH2:9][C@@H:8]1[OH:24])=[O:5].C(OC([N:38]1[CH:42]=[C:41]([C:43](O)=[O:44])[CH:40]=[N:39]1)=O)(C)(C)C.CC(OI1(OC(C)=O)(OC(C)=O)OC(=O)C2C=CC=CC1=2)=O. No catalyst specified. The product is [CH:26]1([CH2:25][C@H:3]([NH:2][C:43]([C:41]2[CH:42]=[N:38][NH:39][CH:40]=2)=[O:44])[C:4](=[O:5])[NH:6][C@H:7]2[CH2:13][CH2:12][C@@H:11]([CH3:14])[N:10]([S:15]([C:18]3[CH:23]=[CH:22][CH:21]=[CH:20][N:19]=3)(=[O:16])=[O:17])[CH2:9][C:8]2=[O:24])[CH2:27][CH2:28][CH2:29][CH2:30]1. The yield is 0.260. (5) The reactants are [OH:1][CH:2]1[CH2:7][CH2:6][NH:5][CH2:4][CH2:3]1.C(N(CC)C(C)C)(C)C.Cl[C:18]([O:20][CH:21]([CH3:23])[CH3:22])=[O:19]. The catalyst is ClCCl. The product is [CH:21]([O:20][C:18]([N:5]1[CH2:6][CH2:7][CH:2]([OH:1])[CH2:3][CH2:4]1)=[O:19])([CH3:23])[CH3:22]. The yield is 0.830. (6) The reactants are P([O-])(O)(O)=O.[Na+].CC(=CC)C.[Cl:12][C:13]1[CH:22]=[C:21]2[C:16]([C:17]([C:39]3[CH:44]=[CH:43][CH:42]=[C:41]([CH:45]=[O:46])[CH:40]=3)=[C:18]([CH2:24][C:25]([NH:27][C:28]3[CH:33]=[CH:32][C:31]([Cl:34])=[CH:30][C:29]=3[C:35]([F:38])([F:37])[F:36])=[O:26])[C:19](=[O:23])[O:20]2)=[CH:15][C:14]=1[CH3:47].Cl([O-])=[O:49].[Na+].Cl. The catalyst is C(O)(C)(C)C.C1COCC1.O. The product is [Cl:12][C:13]1[CH:22]=[C:21]2[C:16]([C:17]([C:39]3[CH:40]=[C:41]([CH:42]=[CH:43][CH:44]=3)[C:45]([OH:49])=[O:46])=[C:18]([CH2:24][C:25]([NH:27][C:28]3[CH:33]=[CH:32][C:31]([Cl:34])=[CH:30][C:29]=3[C:35]([F:36])([F:38])[F:37])=[O:26])[C:19](=[O:23])[O:20]2)=[CH:15][C:14]=1[CH3:47]. The yield is 0.920. (7) The reactants are [F:1][C:2]1[C:3]([NH:12][C:13]2[CH:18]=[CH:17][C:16]([I:19])=[CH:15][C:14]=2[F:20])=[C:4]([CH:8]=[CH:9][C:10]=1[F:11])[C:5]([OH:7])=O.C1CN([P+](ON2N=NC3C=CC=CC2=3)(N2CCCC2)N2CCCC2)CC1.F[P-](F)(F)(F)(F)F.C(N(CC)CC)C.[OH:61][CH2:62][CH2:63][C:64]1([OH:68])[CH2:67][NH:66][CH2:65]1. The catalyst is CN(C=O)C.C(OCC)(=O)C.O. The product is [F:1][C:2]1[C:3]([NH:12][C:13]2[CH:18]=[CH:17][C:16]([I:19])=[CH:15][C:14]=2[F:20])=[C:4]([C:5]([N:66]2[CH2:67][C:64]([CH2:63][CH2:62][OH:61])([OH:68])[CH2:65]2)=[O:7])[CH:8]=[CH:9][C:10]=1[F:11]. The yield is 0.780.